This data is from Catalyst prediction with 721,799 reactions and 888 catalyst types from USPTO. The task is: Predict which catalyst facilitates the given reaction. (1) Reactant: [CH3:1][O:2][C:3]1[CH:8]=[C:7]([N+:9]([O-])=O)[CH:6]=[CH:5][C:4]=1[N:12]1[CH:16]=[N:15][C:14]([CH3:17])=[N:13]1. Product: [CH3:1][O:2][C:3]1[CH:8]=[C:7]([NH2:9])[CH:6]=[CH:5][C:4]=1[N:12]1[CH:16]=[N:15][C:14]([CH3:17])=[N:13]1. The catalyst class is: 5. (2) Product: [O:11]=[C:12]1[CH2:13][CH2:14][N:15]([C:18]([O:20][C:21]([CH3:24])([CH3:23])[CH3:22])=[O:19])[CH2:16][CH:17]1[C:30](=[O:38])[CH2:31][CH2:32][CH:33]1[CH2:37][CH2:36][CH2:35][O:34]1. Reactant: C[Si]([N-][Si](C)(C)C)(C)C.[Li+].[O:11]=[C:12]1[CH2:17][CH2:16][N:15]([C:18]([O:20][C:21]([CH3:24])([CH3:23])[CH3:22])=[O:19])[CH2:14][CH2:13]1.N1([C:30](=[O:38])[CH2:31][CH2:32][CH:33]2[CH2:37][CH2:36][CH2:35][O:34]2)C=CN=C1.C(O)(=O)C. The catalyst class is: 93. (3) Reactant: [Cl:1][C:2]1[C:7]([C:8]2[CH:13]=[CH:12][CH:11]=[C:10]([CH2:14][CH3:15])[CH:9]=2)=[C:6]([C@H:16]([O:30][CH2:31][CH2:32][NH:33][C:34]([O:36][CH3:37])=[O:35])[C@@H:17]2[CH2:22][CH2:21][CH2:20][N:19](C(OC(C)(C)C)=O)[CH2:18]2)[CH:5]=[CH:4][CH:3]=1.C(O)(C(F)(F)F)=O. Product: [Cl:1][C:2]1[C:7]([C:8]2[CH:13]=[CH:12][CH:11]=[C:10]([CH2:14][CH3:15])[CH:9]=2)=[C:6]([C@@H:16]([C@@H:17]2[CH2:22][CH2:21][CH2:20][NH:19][CH2:18]2)[O:30][CH2:31][CH2:32][NH:33][C:34](=[O:35])[O:36][CH3:37])[CH:5]=[CH:4][CH:3]=1. The catalyst class is: 2. (4) Reactant: [CH2:1]([O:3][C:4]1[CH:5]=[C:6]([CH:18]=[CH:19][C:20]=1[O:21][CH2:22][O:23][CH3:24])[CH2:7]C(=CN1CCOCC1)C#N)[CH3:2].Cl.NC1C=CC=CC=1.Cl.NC(N)=N.CC[O-:40].[Na+].[Na+].[Cl-]. Product: [CH2:1]([O:3][C:4]1[CH:5]=[C:6]([CH:18]=[CH:19][C:20]=1[O:21][CH2:22][O:23][CH3:24])[CH:7]=[O:40])[CH3:2]. The catalyst class is: 14. (5) Reactant: [NH2:1][C:2]1[N:7]=[CH:6][N:5]=[C:4]2[N:8]([CH:12]([C:14]3[O:15][C:16]4[C:21]([C:22](=[O:30])[C:23]=3[C:24]3[CH:29]=[CH:28][CH:27]=[CH:26][CH:25]=3)=[CH:20][CH:19]=[CH:18][CH:17]=4)[CH3:13])[N:9]=[C:10](I)[C:3]=12.[NH:31]1[C:39]2[C:34](=[CH:35][CH:36]=[C:37](B3OC(C)(C)C(C)(C)O3)[CH:38]=2)[CH:33]=[N:32]1.C(=O)([O-])[O-].[Na+].[Na+].ClCCl. Product: [NH2:1][C:2]1[N:7]=[CH:6][N:5]=[C:4]2[N:8]([CH:12]([C:14]3[O:15][C:16]4[C:21]([C:22](=[O:30])[C:23]=3[C:24]3[CH:29]=[CH:28][CH:27]=[CH:26][CH:25]=3)=[CH:20][CH:19]=[CH:18][CH:17]=4)[CH3:13])[N:9]=[C:10]([C:37]3[CH:38]=[C:39]4[C:34]([CH:33]=[N:32][NH:31]4)=[CH:35][CH:36]=3)[C:3]=12. The catalyst class is: 615. (6) Reactant: [CH3:1][O:2][C:3](=[O:15])[C:4]1[CH:9]=[CH:8][CH:7]=[C:6]([OH:10])[C:5]=1[CH2:11][C:12]([CH3:14])=[CH2:13]. Product: [CH3:1][O:2][C:3]([C:4]1[CH:9]=[CH:8][CH:7]=[C:6]2[O:10][C:12]([CH3:14])([CH3:13])[CH2:11][C:5]=12)=[O:15]. The catalyst class is: 106.